This data is from Peptide-MHC class I binding affinity with 185,985 pairs from IEDB/IMGT. The task is: Regression. Given a peptide amino acid sequence and an MHC pseudo amino acid sequence, predict their binding affinity value. This is MHC class I binding data. (1) The peptide sequence is AISYCRAFIY. The MHC is HLA-A68:01 with pseudo-sequence HLA-A68:01. The binding affinity (normalized) is 0.385. (2) The peptide sequence is KPKPAVRYAI. The MHC is HLA-A02:03 with pseudo-sequence HLA-A02:03. The binding affinity (normalized) is 0. (3) The peptide sequence is LQKVPHTRY. The MHC is HLA-A69:01 with pseudo-sequence HLA-A69:01. The binding affinity (normalized) is 0.0847. (4) The peptide sequence is IQVTISSYK. The MHC is HLA-A11:01 with pseudo-sequence HLA-A11:01. The binding affinity (normalized) is 0.780. (5) The peptide sequence is GLICGLRQL. The MHC is HLA-A24:02 with pseudo-sequence HLA-A24:02. The binding affinity (normalized) is 0. (6) The peptide sequence is KAALDLSHFL. The MHC is HLA-A29:02 with pseudo-sequence HLA-A29:02. The binding affinity (normalized) is 0.